From a dataset of Forward reaction prediction with 1.9M reactions from USPTO patents (1976-2016). Predict the product of the given reaction. (1) Given the reactants Br[C:2]1[CH:9]=[CH:8][C:5]([C:6]#[N:7])=[CH:4][C:3]=1[F:10].[Cl:11][C:12]1[C:13]([C:46]2[CH:51]=[CH:50][C:49](B3OC(C)(C)C(C)(C)O3)=[CH:48][CH:47]=2)=[CH:14][C:15]2[N:19]=[C:18]([O:20][C@H:21]3[CH2:30][O:29][C@H:28]4[C@@H:23]([O:24]C(C5C=CC=CC=5)[O:26][CH2:27]4)[CH2:22]3)[N:17](COCC[Si](C)(C)C)[C:16]=2[CH:45]=1.[O-]P([O-])([O-])=O.[K+].[K+].[K+], predict the reaction product. The product is: [Cl:11][C:12]1[C:13]([C:46]2[CH:51]=[CH:50][C:49]([C:2]3[CH:9]=[CH:8][C:5]([C:6]#[N:7])=[CH:4][C:3]=3[F:10])=[CH:48][CH:47]=2)=[CH:14][C:15]2[N:19]=[C:18]([O:20][C@@H:21]3[CH2:22][C@H:23]([OH:24])[C@@H:28]([CH2:27][OH:26])[O:29][CH2:30]3)[NH:17][C:16]=2[CH:45]=1. (2) Given the reactants Br[C:2]1[C:6]2[N:7]=[C:8]([C:17]3[S:18][CH:19]=[CH:20][CH:21]=3)[N:9]=[C:10]([N:11]3[CH2:16][CH2:15][O:14][CH2:13][CH2:12]3)[C:5]=2[S:4][C:3]=1[CH3:22].CC1(C)C(C)(C)OB([C:31]2[CH:32]=[N:33][C:34]([NH2:37])=[N:35][CH:36]=2)O1, predict the reaction product. The product is: [CH3:22][C:3]1[S:4][C:5]2[C:10]([N:11]3[CH2:16][CH2:15][O:14][CH2:13][CH2:12]3)=[N:9][C:8]([C:17]3[S:18][CH:19]=[CH:20][CH:21]=3)=[N:7][C:6]=2[C:2]=1[C:31]1[CH:32]=[N:33][C:34]([NH2:37])=[N:35][CH:36]=1. (3) The product is: [F:37][C:19]([F:18])([F:36])[C:20]([NH:22][CH2:23][C:24]1[CH:29]=[CH:28][CH:27]=[C:26]([CH:30]2[CH2:35][CH2:34][N:33]([C:6](=[O:8])[C:5]3[CH:9]=[CH:10][CH:11]=[C:3]([Si:2]([OH:1])([CH:15]([CH3:17])[CH3:16])[CH:12]([CH3:14])[CH3:13])[CH:4]=3)[CH2:32][CH2:31]2)[CH:25]=1)=[O:21]. Given the reactants [OH:1][Si:2]([CH:15]([CH3:17])[CH3:16])([CH:12]([CH3:14])[CH3:13])[C:3]1[CH:4]=[C:5]([CH:9]=[CH:10][CH:11]=1)[C:6]([OH:8])=O.[F:18][C:19]([F:37])([F:36])[C:20]([NH:22][CH2:23][C:24]1[CH:29]=[CH:28][CH:27]=[C:26]([CH:30]2[CH2:35][CH2:34][NH:33][CH2:32][CH2:31]2)[CH:25]=1)=[O:21].C(Cl)CCl.C1C=CC2N(O)N=NC=2C=1, predict the reaction product. (4) Given the reactants Br[C:2]1[CH:14]=[CH:13][C:12]([C:15]([F:18])([F:17])[F:16])=[CH:11][C:3]=1[CH2:4][N:5]1[N:9]=[N:8][C:7]([CH3:10])=[N:6]1.C1(C)C=CC=CC=1P(C1C=CC=CC=1C)C1C=CC=CC=1C.C(N(CC)CC)C.[C:48]([O:52][CH2:53][CH3:54])(=[O:51])[CH:49]=[CH2:50], predict the reaction product. The product is: [CH3:10][C:7]1[N:8]=[N:9][N:5]([CH2:4][C:3]2[CH:11]=[C:12]([C:15]([F:18])([F:17])[F:16])[CH:13]=[CH:14][C:2]=2/[CH:50]=[CH:49]/[C:48]([O:52][CH2:53][CH3:54])=[O:51])[N:6]=1. (5) Given the reactants [Br:1][C:2]1[CH:9]=[CH:8][C:5]([CH:6]=O)=[CH:4][C:3]=1[F:10].Br[CH2:12][C:13]([O:15][CH2:16][CH3:17])=[O:14], predict the reaction product. The product is: [Br:1][C:2]1[CH:9]=[CH:8][C:5](/[CH:6]=[CH:12]/[C:13]([O:15][CH2:16][CH3:17])=[O:14])=[CH:4][C:3]=1[F:10]. (6) Given the reactants BrCCBr.Cl[Si](C)(C)C.I[CH:11]1[CH2:14][N:13]([C:15]([O:17][C:18]([CH3:21])([CH3:20])[CH3:19])=[O:16])[CH2:12]1.[Cl:22][C:23]1[C:28]([Cl:29])=[CH:27][C:26]([C:30](=[O:32])[CH3:31])=[C:25]([O:33][CH3:34])[C:24]=1I, predict the reaction product. The product is: [C:30]([C:26]1[C:25]([O:33][CH3:34])=[C:24]([CH:11]2[CH2:14][N:13]([C:15]([O:17][C:18]([CH3:21])([CH3:20])[CH3:19])=[O:16])[CH2:12]2)[C:23]([Cl:22])=[C:28]([Cl:29])[CH:27]=1)(=[O:32])[CH3:31].